This data is from Forward reaction prediction with 1.9M reactions from USPTO patents (1976-2016). The task is: Predict the product of the given reaction. (1) Given the reactants [C:1]([O:5][C:6]([NH:8][CH2:9][C@H:10]([NH:14][C:15](=[O:17])[CH3:16])[C:11]([OH:13])=[O:12])=[O:7])([CH3:4])([CH3:3])[CH3:2].C([O-])(O)=O.[Na+].[CH2:23](Br)[C:24]1[CH:29]=[CH:28][CH:27]=[CH:26][CH:25]=1.CCCCCC.C(OCC)(=O)C, predict the reaction product. The product is: [CH2:23]([O:12][C:11](=[O:13])[C@@H:10]([NH:14][C:15](=[O:17])[CH3:16])[CH2:9][NH:8][C:6]([O:5][C:1]([CH3:4])([CH3:2])[CH3:3])=[O:7])[C:24]1[CH:29]=[CH:28][CH:27]=[CH:26][CH:25]=1. (2) Given the reactants [Cl:1][C:2]1[C:3]([N:12]2[CH2:17][CH2:16][N:15]([CH2:18][C:19]3[N:20]=[CH:21][S:22][CH:23]=3)[CH2:14][CH2:13]2)=[C:4]([N+:9]([O-])=O)[C:5]([NH2:8])=[N:6][CH:7]=1.CCO.[O:27]1[CH2:32][CH2:31][N:30]([CH2:33][C:34]2[CH:41]=[CH:40][C:37]([CH:38]=O)=[CH:36][CH:35]=2)[CH2:29][CH2:28]1.[O-]S(S([O-])=O)=O.[Na+].[Na+], predict the reaction product. The product is: [Cl:1][C:2]1[C:3]([N:12]2[CH2:17][CH2:16][N:15]([CH2:18][C:19]3[N:20]=[CH:21][S:22][CH:23]=3)[CH2:14][CH2:13]2)=[C:4]2[N:9]=[C:38]([C:37]3[CH:36]=[CH:35][C:34]([CH2:33][N:30]4[CH2:31][CH2:32][O:27][CH2:28][CH2:29]4)=[CH:41][CH:40]=3)[NH:8][C:5]2=[N:6][CH:7]=1.